From a dataset of Full USPTO retrosynthesis dataset with 1.9M reactions from patents (1976-2016). Predict the reactants needed to synthesize the given product. (1) Given the product [NH2:16][C:15]1[CH:17]=[CH:18][C:12]([S:11][C:10]2[C:3]3[C:2]([NH:47][C@H:45]([C:34]4[N:35]([C:39]5[CH:44]=[CH:43][CH:42]=[CH:41][CH:40]=5)[C:36](=[O:38])[C:37]5=[C:29]([CH3:28])[CH:30]=[CH:31][N:32]5[N:33]=4)[CH3:46])=[N:7][CH:6]=[N:5][C:4]=3[N:8]([CH2:19][O:20][CH2:21][CH2:22][Si:23]([CH3:26])([CH3:25])[CH3:24])[CH:9]=2)=[CH:13][CH:14]=1, predict the reactants needed to synthesize it. The reactants are: Cl[C:2]1[C:3]2[C:10]([S:11][C:12]3[CH:18]=[CH:17][C:15]([NH2:16])=[CH:14][CH:13]=3)=[CH:9][N:8]([CH2:19][O:20][CH2:21][CH2:22][Si:23]([CH3:26])([CH3:25])[CH3:24])[C:4]=2[N:5]=[CH:6][N:7]=1.[Cl-].[CH3:28][C:29]1[CH:30]=[CH:31][N:32]2[C:37]=1[C:36](=[O:38])[N:35]([C:39]1[CH:44]=[CH:43][CH:42]=[CH:41][CH:40]=1)[C:34]([C@@H:45]([NH3+:47])[CH3:46])=[N:33]2.[F-].[Cs+].C(N(CC)C(C)C)(C)C. (2) Given the product [Si:12]([O:1][C:2]1[CH:11]=[CH:10][C:5]2[NH:6][C:7](=[S:9])[NH:8][C:4]=2[CH:3]=1)([C:15]([CH3:18])([CH3:17])[CH3:16])([CH3:14])[CH3:13], predict the reactants needed to synthesize it. The reactants are: [OH:1][C:2]1[CH:11]=[CH:10][C:5]2[NH:6][C:7](=[S:9])[NH:8][C:4]=2[CH:3]=1.[Si:12](Cl)([C:15]([CH3:18])([CH3:17])[CH3:16])([CH3:14])[CH3:13].N1C=CN=C1.CCOC(C)=O.